From a dataset of CYP2C19 inhibition data for predicting drug metabolism from PubChem BioAssay. Regression/Classification. Given a drug SMILES string, predict its absorption, distribution, metabolism, or excretion properties. Task type varies by dataset: regression for continuous measurements (e.g., permeability, clearance, half-life) or binary classification for categorical outcomes (e.g., BBB penetration, CYP inhibition). Dataset: cyp2c19_veith. (1) The compound is C=CCOc1c2ccc(C(=O)NC3CCCc4ccccc43)cc2nn1C. The result is 0 (non-inhibitor). (2) The drug is Cc1ccc(S(=O)(=O)N[C@@H](Cc2ccccc2)C(=O)CCl)cc1. The result is 1 (inhibitor). (3) The drug is CC(=O)Nc1sc2c(c1CN1CCN(C)CC1)CCCC2. The result is 1 (inhibitor).